Predict the product of the given reaction. From a dataset of Forward reaction prediction with 1.9M reactions from USPTO patents (1976-2016). Given the reactants [Li:1][CH2:2][CH2:3][CH2:4][CH3:5].[CH:6]([NH:9][CH:10]([CH3:12])[CH3:11])([CH3:8])[CH3:7].[Li+].CC([N-]C(C)C)C.CN(C=[O:25])C, predict the reaction product. The product is: [Li+:1].[CH3:7][CH:6]([N-:9][CH:10]([CH3:12])[CH3:11])[CH3:8].[CH2:4]1[CH2:5][O:25][CH2:2][CH2:3]1.